From a dataset of Reaction yield outcomes from USPTO patents with 853,638 reactions. Predict the reaction yield, written as a fraction of the theoretical maximum amount of product (1.0 means a 100% yield; for example, 0.34 means a 34% yield). (1) The reactants are [F:1][C:2]1[CH:6]=[N:5][N:4]([CH3:7])[C:3]=1[C:8]1[CH:9]=[C:10]([NH2:16])[CH:11]=[CH:12][C:13]=1[O:14][CH3:15].[F:17][C:18]([F:29])([F:28])[C:19]1[CH:24]=[CH:23][C:22]([N:25]=[C:26]=[O:27])=[CH:21][CH:20]=1. No catalyst specified. The product is [F:1][C:2]1[CH:6]=[N:5][N:4]([CH3:7])[C:3]=1[C:8]1[CH:9]=[C:10]([NH:16][C:26]([NH:25][C:22]2[CH:21]=[CH:20][C:19]([C:18]([F:17])([F:28])[F:29])=[CH:24][CH:23]=2)=[O:27])[CH:11]=[CH:12][C:13]=1[O:14][CH3:15]. The yield is 0.490. (2) The reactants are [Br:1][C:2]1[CH:7]=[CH:6][C:5]([C:8]2[N:9]=[C:10]([C:22]([CH3:25])([CH3:24])[CH3:23])[S:11][C:12]=2[C@@H:13]2[CH2:18][CH2:17][CH2:16][CH2:15][C@H:14]2[C:19](O)=[O:20])=[CH:4][CH:3]=1.CN(C(ON1N=[N:41][C:36]2[CH:37]=[CH:38]C=[N:40][C:35]1=2)=[N+](C)C)C.F[P-](F)(F)(F)(F)F.[Cl-].C(C1([NH3+])CC1)#N.CCN(C(C)C)C(C)C. The catalyst is CN(C=O)C. The product is [Br:1][C:2]1[CH:7]=[CH:6][C:5]([C:8]2[N:9]=[C:10]([C:22]([CH3:24])([CH3:23])[CH3:25])[S:11][C:12]=2[C@@H:13]2[CH2:18][CH2:17][CH2:16][CH2:15][C@H:14]2[C:19]([NH:41][C:36]2([C:35]#[N:40])[CH2:38][CH2:37]2)=[O:20])=[CH:4][CH:3]=1. The yield is 0.850. (3) The reactants are [C:1]([O:5][C:6]([N:8]1[CH:12]=[CH:11][CH:10]=[C:9]1B(O)O)=[O:7])([CH3:4])([CH3:3])[CH3:2].Br[C:17]1[CH:18]=[C:19]([S:23]([NH2:26])(=[O:25])=[O:24])[CH:20]=[CH:21][CH:22]=1. The catalyst is COCCOC.C([O-])([O-])=O.[Na+].[Na+].C1C=CC([P]([Pd]([P](C2C=CC=CC=2)(C2C=CC=CC=2)C2C=CC=CC=2)([P](C2C=CC=CC=2)(C2C=CC=CC=2)C2C=CC=CC=2)[P](C2C=CC=CC=2)(C2C=CC=CC=2)C2C=CC=CC=2)(C2C=CC=CC=2)C2C=CC=CC=2)=CC=1. The product is [C:1]([O:5][C:6]([N:8]1[CH:12]=[CH:11][CH:10]=[C:9]1[C:17]1[CH:22]=[CH:21][CH:20]=[C:19]([S:23](=[O:25])(=[O:24])[NH2:26])[CH:18]=1)=[O:7])([CH3:4])([CH3:3])[CH3:2]. The yield is 0.900. (4) The yield is 0.950. The product is [F:19][C:20]([F:31])([F:30])[C:21]([NH:8][C:7]1[CH:9]=[CH:10][CH:11]=[C:5]([CH2:4][CH2:3][S:2][CH3:1])[CH:6]=1)=[O:22]. The catalyst is C(Cl)Cl. The reactants are [CH3:1][S:2][CH2:3][CH2:4][C:5]1[CH:6]=[C:7]([CH:9]=[CH:10][CH:11]=1)[NH2:8].C(N(CC)CC)C.[F:19][C:20]([F:31])([F:30])[C:21](O[C:21](=[O:22])[C:20]([F:31])([F:30])[F:19])=[O:22].O. (5) The reactants are [Li]C(C)(C)C.[CH3:6][CH2:7][CH2:8][CH2:9][CH3:10].BrC1C=[N:14][C:15](=[CH:17]N(C)C)[CH:16]=1.ICCC.C([O-])(O)=[O:26].[Na+]. The catalyst is C1COCC1.C(Cl)Cl.O. The product is [CH2:8]([C:9]1[CH:17]=[C:15]([CH:16]=[O:26])[NH:14][CH:10]=1)[CH2:7][CH3:6]. The yield is 0.660.